From a dataset of Catalyst prediction with 721,799 reactions and 888 catalyst types from USPTO. Predict which catalyst facilitates the given reaction. (1) Reactant: C(OC([NH:8][CH2:9][CH2:10][CH:11]([C:19]1[N:20]=[C:21]([N:27]2[CH2:32][CH2:31][O:30][CH2:29][CH2:28]2)[S:22][C:23]=1[C:24]([OH:26])=[O:25])[C:12]1[CH:17]=[CH:16][C:15]([Cl:18])=[CH:14][CH:13]=1)=O)(C)(C)C.Cl.O1CCOCC1. Product: [ClH:18].[NH2:8][CH2:9][CH2:10][CH:11]([C:19]1[N:20]=[C:21]([N:27]2[CH2:32][CH2:31][O:30][CH2:29][CH2:28]2)[S:22][C:23]=1[C:24]([OH:26])=[O:25])[C:12]1[CH:17]=[CH:16][C:15]([Cl:18])=[CH:14][CH:13]=1. The catalyst class is: 2. (2) Reactant: [Cl:1][C:2]1[CH:21]=[C:20]([Cl:22])[CH:19]=[CH:18][C:3]=1[CH2:4][N:5]1[C:9]([CH2:10][CH2:11][CH2:12][OH:13])=[CH:8][C:7]([O:14][CH2:15][CH2:16][CH3:17])=[N:6]1.O[C:24]1[C:29]([O:30][CH3:31])=[CH:28][CH:27]=[CH:26][C:25]=1[CH2:32][C:33]([O:35]C)=[O:34].C(P(CCCC)CCCC)CCC.N(C(N1CCCCC1)=O)=NC(N1CCCCC1)=O.O1CCCC1CO.[OH-].[Na+].Cl. Product: [Cl:1][C:2]1[CH:21]=[C:20]([Cl:22])[CH:19]=[CH:18][C:3]=1[CH2:4][N:5]1[C:9]([CH2:10][CH2:11][CH2:12][O:13][C:24]2[C:29]([O:30][CH3:31])=[CH:28][CH:27]=[CH:26][C:25]=2[CH2:32][C:33]([OH:35])=[O:34])=[CH:8][C:7]([O:14][CH2:15][CH2:16][CH3:17])=[N:6]1. The catalyst class is: 7. (3) Reactant: [H-].[Na+].[C:3]([C:5]1[CH:6]=[C:7]([NH:11][C:12](=[O:18])[O:13][C:14]([CH3:17])([CH3:16])[CH3:15])[CH:8]=[CH:9][CH:10]=1)#[CH:4].I[CH3:20].O. Product: [CH3:20][N:11]([C:7]1[CH:8]=[CH:9][CH:10]=[C:5]([C:3]#[CH:4])[CH:6]=1)[C:12](=[O:18])[O:13][C:14]([CH3:15])([CH3:17])[CH3:16]. The catalyst class is: 1. (4) Reactant: Br[C:2]1[CH:3]=[C:4]2[C:9](=[CH:10][CH:11]=1)[C:8](=[O:12])[NH:7][N:6]=[C:5]2[Cl:13].[CH3:14][C:15]1[CH:22]=[CH:21][C:20]([CH3:23])=[CH:19][C:16]=1[CH2:17][NH2:18].C1C=CC(P(C2C(C3C(P(C4C=CC=CC=4)C4C=CC=CC=4)=CC=C4C=3C=CC=C4)=C3C(C=CC=C3)=CC=2)C2C=CC=CC=2)=CC=1.CC([O-])(C)C.[Na+]. Product: [Cl:13][C:5]1[C:4]2[C:9](=[CH:10][CH:11]=[C:2]([NH:18][CH2:17][C:16]3[CH:19]=[C:20]([CH3:23])[CH:21]=[CH:22][C:15]=3[CH3:14])[CH:3]=2)[C:8](=[O:12])[NH:7][N:6]=1. The catalyst class is: 686. (5) Reactant: [NH2:1][C:2]1[CH:7]=[CH:6][CH:5]=[CH:4][C:3]=1[OH:8].[C:9]1([C:19](O)=O)[C:18]2[C:13](=[CH:14][CH:15]=[CH:16][CH:17]=2)[CH:12]=[CH:11][CH:10]=1. Product: [C:9]1([C:19]2[O:8][C:3]3[CH:4]=[CH:5][CH:6]=[CH:7][C:2]=3[N:1]=2)[C:18]2[C:13](=[CH:14][CH:15]=[CH:16][CH:17]=2)[CH:12]=[CH:11][CH:10]=1. The catalyst class is: 6. (6) The catalyst class is: 4. Reactant: [F:1][C:2]([F:30])([F:29])[C:3]1[CH:4]=[C:5]([N:9]2[C:18](=[O:19])[C:17]3[C:12](=[CH:13][CH:14]=[CH:15][CH:16]=3)[NH:11][CH:10]2[C:20]2[CH:21]=[N:22][C:23]([O:27][CH3:28])=[C:24]([Br:26])[CH:25]=2)[CH:6]=[CH:7][CH:8]=1.ClCCCl.C([SiH](CC)CC)C.FC(F)(F)C(O)=O. Product: [Br:26][C:24]1[CH:25]=[C:20]([CH2:10][NH:11][C:12]2[CH:13]=[CH:14][CH:15]=[CH:16][C:17]=2[C:18]([NH:9][C:5]2[CH:6]=[CH:7][CH:8]=[C:3]([C:2]([F:30])([F:1])[F:29])[CH:4]=2)=[O:19])[CH:21]=[N:22][C:23]=1[O:27][CH3:28]. (7) Product: [CH2:1]([O:6][C:7]1[CH:8]=[CH:9][C:10]([S:13]([Cl:17])(=[O:15])=[O:14])=[CH:11][CH:12]=1)[CH2:2][CH2:3][CH2:4][CH3:5]. The catalyst class is: 22. Reactant: [CH2:1]([O:6][C:7]1[CH:12]=[CH:11][CH:10]=[CH:9][CH:8]=1)[CH2:2][CH2:3][CH2:4][CH3:5].[S:13]([Cl:17])(=O)(=[O:15])[OH:14].